From a dataset of Peptide-MHC class I binding affinity with 185,985 pairs from IEDB/IMGT. Regression. Given a peptide amino acid sequence and an MHC pseudo amino acid sequence, predict their binding affinity value. This is MHC class I binding data. (1) The peptide sequence is RRIRQGLELT. The MHC is HLA-B27:05 with pseudo-sequence HLA-B27:05. The binding affinity (normalized) is 0.595. (2) The binding affinity (normalized) is 0.560. The MHC is HLA-A02:03 with pseudo-sequence HLA-A02:03. The peptide sequence is LLDPLYFEV.